Dataset: Full USPTO retrosynthesis dataset with 1.9M reactions from patents (1976-2016). Task: Predict the reactants needed to synthesize the given product. (1) Given the product [F:19][C:16]1[CH:17]=[CH:18][C:13]([C:11]2[N:45]=[C:1]([C:2]3[CH:7]=[CH:6][CH:5]=[CH:4][CH:3]=3)[O:9][C:10]=2[C:20]2[CH:25]=[CH:24][N:23]=[CH:22][CH:21]=2)=[CH:14][CH:15]=1, predict the reactants needed to synthesize it. The reactants are: [C:1]([O:9][CH:10]([C:20]1[CH:25]=[CH:24][N:23]=[CH:22][CH:21]=1)[C:11]([C:13]1[CH:18]=[CH:17][C:16]([F:19])=[CH:15][CH:14]=1)=O)(=O)[C:2]1[CH:7]=[CH:6][CH:5]=[CH:4][CH:3]=1.FC1C=CC(C(C2C=C[N:45]=CC=2)C(C2C=CC=CC=2)=O)=CC=1.BrBr.C([O-])(=O)C1C=CC=CC=1.[Na+].[NH4+].[OH-]. (2) Given the product [F:12][C:9]([F:11])([F:10])[C:7]1[CH:6]=[C:5]([C@H:13]2[O:17][C:16](=[O:18])[N:15]([CH2:19][C:20]3[CH:25]=[C:24]([O:26][C:27]([F:30])([F:28])[F:29])[CH:23]=[CH:22][C:21]=3[N:31]([CH3:52])[C:32]([C@H:34]3[CH2:39][CH2:38][C@H:37]([CH2:40][C:41]([O:43][CH2:44][CH3:45])=[O:42])[CH2:36][CH2:35]3)=[O:33])[C@H:14]2[CH3:46])[CH:4]=[C:3]([C:2]([F:1])([F:47])[F:48])[CH:8]=1, predict the reactants needed to synthesize it. The reactants are: [F:1][C:2]([F:48])([F:47])[C:3]1[CH:4]=[C:5]([C@H:13]2[O:17][C:16](=[O:18])[N:15]([CH2:19][C:20]3[CH:25]=[C:24]([O:26][C:27]([F:30])([F:29])[F:28])[CH:23]=[CH:22][C:21]=3[NH:31][C:32]([C@H:34]3[CH2:39][CH2:38][C@H:37]([CH2:40][C:41]([O:43][CH2:44][CH3:45])=[O:42])[CH2:36][CH2:35]3)=[O:33])[C@H:14]2[CH3:46])[CH:6]=[C:7]([C:9]([F:12])([F:11])[F:10])[CH:8]=1.[H-].[Na+].I[CH3:52]. (3) Given the product [CH3:38][N:36]([CH3:37])[C:33]1[CH:32]=[CH:31][C:30]([C:28]([C:27]2[CH:8]([C:7]3[CH:10]=[CH:11][C:4]([O:3][C:2]([F:13])([F:12])[F:1])=[CH:5][CH:6]=3)[N:14]([C:15]3[N:16]=[N:17][C:18]([CH3:21])=[CH:19][CH:20]=3)[C:25](=[O:24])[C:26]=2[OH:39])=[O:29])=[CH:35][CH:34]=1, predict the reactants needed to synthesize it. The reactants are: [F:1][C:2]([F:13])([F:12])[O:3][C:4]1[CH:11]=[CH:10][C:7]([CH:8]=O)=[CH:6][CH:5]=1.[NH2:14][C:15]1[N:16]=[N:17][C:18]([CH3:21])=[CH:19][CH:20]=1.C([O:24][C:25](=O)[C:26]([OH:39])=[CH:27][C:28]([C:30]1[CH:35]=[CH:34][C:33]([N:36]([CH3:38])[CH3:37])=[CH:32][CH:31]=1)=[O:29])C. (4) Given the product [C:1]1([C:7]2[CH:8]=[C:9]3[NH:15][C:14]([CH2:16][CH2:17][C:18]4[CH:19]=[CH:20][C:21]([NH:22][C:25](=[O:27])[CH3:26])=[CH:23][CH:24]=4)=[N:13][C:10]3=[N:11][CH:12]=2)[CH:2]=[CH:3][CH:4]=[CH:5][CH:6]=1, predict the reactants needed to synthesize it. The reactants are: [C:1]1([C:7]2[CH:8]=[C:9]3[NH:15][C:14]([CH2:16][CH2:17][C:18]4[CH:24]=[CH:23][C:21]([NH2:22])=[CH:20][CH:19]=4)=[N:13][C:10]3=[N:11][CH:12]=2)[CH:6]=[CH:5][CH:4]=[CH:3][CH:2]=1.[C:25](OC(=O)C)(=[O:27])[CH3:26].C([O-])(=O)C.[NH4+]. (5) Given the product [C:1]1([CH2:7][CH2:8][CH2:9][C@H:10]([C@@H:14]([N:16]([CH:24]=[O:26])[O:17][CH:18]2[CH2:23][CH2:22][CH2:21][CH2:20][O:19]2)[CH3:15])[C:11]([OH:13])=[O:12])[CH:6]=[CH:5][CH:4]=[CH:3][CH:2]=1, predict the reactants needed to synthesize it. The reactants are: [C:1]1([CH2:7][CH2:8][CH2:9][C@H:10]([C@@H:14]([NH:16][O:17][CH:18]2[CH2:23][CH2:22][CH2:21][CH2:20][O:19]2)[CH3:15])[C:11]([OH:13])=[O:12])[CH:6]=[CH:5][CH:4]=[CH:3][CH:2]=1.[C:24](OC=O)(=[O:26])C. (6) Given the product [CH3:18][O:19][C:20](=[O:31])[C:21]1[CH:26]=[C:25]([Cl:27])[C:24]([OH:28])=[CH:23][C:22]=1[OH:30], predict the reactants needed to synthesize it. The reactants are: [Cl-].[Al+3].[Cl-].[Cl-].C(S)CCCCCCCCCCC.[CH3:18][O:19][C:20](=[O:31])[C:21]1[CH:26]=[C:25]([Cl:27])[C:24]([O:28]C)=[CH:23][C:22]=1[OH:30]. (7) Given the product [C:5]([N:13]1[C:12]2[C:11](=[CH:10][C:9]([Br:8])=[CH:15][CH:14]=2)[C:16]([CH3:17])=[N:23]1)(=[O:7])[CH3:6], predict the reactants needed to synthesize it. The reactants are: C(O[C:5](=[O:7])[CH3:6])(=O)C.[Br:8][C:9]1[CH:15]=[CH:14][C:12]([NH2:13])=[C:11]([CH2:16][CH3:17])[CH:10]=1.CC([O-])=O.[K+].[N:23](OCCC(C)C)=O.C1OCCOCCOCCOCCOCCOC1. (8) Given the product [CH2:1]([N:4]1[C:8](=[O:13])[CH:9]=[C:10]([CH3:12])[NH:7][C:5]1=[O:6])[CH:2]=[CH2:3], predict the reactants needed to synthesize it. The reactants are: [CH2:1]([NH:4][C:5]([NH2:7])=[O:6])[CH:2]=[CH2:3].[C:8](OCC)(=[O:13])[CH2:9][C:10]([CH3:12])=O.[OH-].[K+]. (9) The reactants are: Cl[C:2]1[N:7]=[C:6]2[N:8]([CH3:11])[N:9]=[CH:10][C:5]2=[C:4]([NH:12][C:13]2[CH:18]=[CH:17][CH:16]=[C:15]([O:19][CH3:20])[CH:14]=2)[N:3]=1.[NH:21]1[C:29]2[C:24](=[CH:25][C:26](B3OC(C)(C)C(C)(C)O3)=[CH:27][N:28]=2)[CH:23]=[CH:22]1. Given the product [CH3:20][O:19][C:15]1[CH:14]=[C:13]([NH:12][C:4]2[N:3]=[C:2]([C:26]3[CH:25]=[C:24]4[CH:23]=[CH:22][NH:21][C:29]4=[N:28][CH:27]=3)[N:7]=[C:6]3[N:8]([CH3:11])[N:9]=[CH:10][C:5]=23)[CH:18]=[CH:17][CH:16]=1, predict the reactants needed to synthesize it. (10) Given the product [CH3:7][CH:8]1[CH2:13][CH2:12][CH2:11][C:10]2([O:6][CH:3]([CH:2]=[CH2:1])[CH2:4][O:5]2)[CH2:9]1, predict the reactants needed to synthesize it. The reactants are: [CH2:1]=[CH:2][CH:3]([OH:6])[CH2:4][OH:5].[CH3:7][CH:8]1[CH2:13][CH2:12][CH2:11][C:10](=O)[CH2:9]1.